Dataset: Retrosynthesis with 50K atom-mapped reactions and 10 reaction types from USPTO. Task: Predict the reactants needed to synthesize the given product. (1) Given the product COC(=O)[C@H](Cc1cccs1)NC(=O)[C@H](C)NC(=O)Cc1cc(F)cc(F)c1, predict the reactants needed to synthesize it. The reactants are: COC(=O)[C@@H](N)Cc1cccs1.C[C@H](NC(=O)Cc1cc(F)cc(F)c1)C(=O)O. (2) Given the product O=C(O)C1=Cc2cc(OCC3CCCCC3)ccc2CCC1, predict the reactants needed to synthesize it. The reactants are: COC(=O)C1=Cc2cc(OCC3CCCCC3)ccc2CCC1.